This data is from Forward reaction prediction with 1.9M reactions from USPTO patents (1976-2016). The task is: Predict the product of the given reaction. (1) Given the reactants [NH2:1][C:2]([C:4]1[CH:5]=[N:6][C:7]2[C:12]([C:13]=1[NH:14][C:15]1[CH:16]=[C:17]([CH:23]=[CH:24][CH:25]=1)[C:18]([O:20]CC)=[O:19])=[CH:11][CH:10]=[C:9](Br)[CH:8]=2)=[O:3].B1(B2OC(C)(C)C(C)(C)O2)OC(C)(C)C(C)(C)O1.C([O-])(=O)C.[K+].Br[C:51]1[C:52]([O:60][CH2:61][CH3:62])=[N:53][C:54]([O:57][CH2:58][CH3:59])=[N:55][CH:56]=1.C(=O)(O)[O-].[Na+].[OH-].[Na+], predict the reaction product. The product is: [NH2:1][C:2]([C:4]1[CH:5]=[N:6][C:7]2[C:12]([C:13]=1[NH:14][C:15]1[CH:16]=[C:17]([CH:23]=[CH:24][CH:25]=1)[C:18]([OH:20])=[O:19])=[CH:11][CH:10]=[C:9]([C:51]1[C:52]([O:60][CH2:61][CH3:62])=[N:53][C:54]([O:57][CH2:58][CH3:59])=[N:55][CH:56]=1)[CH:8]=2)=[O:3]. (2) The product is: [N:6]1[CH:7]=[CH:8][C:3]([N:9]2[CH2:14][CH2:13][CH:12]([C:15]([O:17][CH2:18][CH3:19])=[O:16])[CH2:11][CH2:10]2)=[CH:4][CH:5]=1. Given the reactants Cl.Cl[C:3]1[CH:8]=[CH:7][N:6]=[CH:5][CH:4]=1.[NH:9]1[CH2:14][CH2:13][CH:12]([C:15]([O:17][CH2:18][CH3:19])=[O:16])[CH2:11][CH2:10]1.C(N(CC)CC)C.ClCCl, predict the reaction product. (3) Given the reactants [NH2:1][C:2]1[CH:7]=[CH:6][N:5]=[CH:4][N:3]=1.C[Si]([N-][Si](C)(C)C)(C)C.[Li+].[Cl:18][C:19]1[CH:24]=[C:23]([C:25]([F:28])([F:27])[F:26])[CH:22]=[CH:21][C:20]=1[N:29]1[CH2:34][CH2:33][O:32][C:31]2[CH:35]=[C:36]([S:39](OC3C(F)=C(F)C(F)=C(F)C=3F)(=[O:41])=[O:40])[CH:37]=[CH:38][C:30]1=2.C(O)(=O)C, predict the reaction product. The product is: [Cl:18][C:19]1[CH:24]=[C:23]([C:25]([F:28])([F:26])[F:27])[CH:22]=[CH:21][C:20]=1[N:29]1[CH2:34][CH2:33][O:32][C:31]2[CH:35]=[C:36]([S:39]([NH:1][C:2]3[CH:7]=[CH:6][N:5]=[CH:4][N:3]=3)(=[O:40])=[O:41])[CH:37]=[CH:38][C:30]1=2.